This data is from Experimentally validated miRNA-target interactions with 360,000+ pairs, plus equal number of negative samples. The task is: Binary Classification. Given a miRNA mature sequence and a target amino acid sequence, predict their likelihood of interaction. (1) Result: 1 (interaction). The protein sequence of the target gene is MAAAAQLSLTQLSSGNPVYEKYYRQVDTGNTGRVLASDAAAFLKKSGLPDLILGKIWDLADTDGKGILNKQEFFVALRLVACAQNGLEVSLSSLNLAVPPPRFHDTSSPLLISGTSAAELPWAVKPEDKAKYDAIFDSLSPVNGFLSGDKVKPVLLNSKLPVDILGRVWELSDIDHDGMLDRDEFAVAMFLVYCALEKEPVPMSLPPALVPPSKRKTWVVSPAEKAKYDEIFLKTDKDMDGFVSGLEVREIFLKTGLPSTLLAHIWSLCDTKDCGKLSKDQFALAFHLISQKLIKGIDPP.... The miRNA is hsa-miR-181c-5p with sequence AACAUUCAACCUGUCGGUGAGU. (2) The miRNA is hsa-miR-4418 with sequence CACUGCAGGACUCAGCAG. The protein sequence of the target gene is MSRSGDRTSTFDPSHSDNLLHGLNLLWRKQLFCDVTLTAQGQQFHCHKAVLASCSQYFRSLFSSHPPLGGGVGGQDGLGAPKDQQQPPQQQPSQQQQPPPQEEPGTPSSSPDDKLLTSPRAINNLVLQGCSSIGLRLVLEYLYTANVTLSLDTVEEVLSVSKILHIPQVTKLCVQFLNDQISVQNYKQVCKIAALHGLEETKKLANKYLVEDVLLLNFEEMRALLDSLPPPVESELALFQMSVLWLEHDRETRMQYAPDLMKRLRFALIPAPELVERVQSVDFMRTDPVCQKLLLDAMNY.... Result: 0 (no interaction). (3) Result: 0 (no interaction). The miRNA is mmu-miR-202-5p with sequence UUCCUAUGCAUAUACUUCUUU. The protein sequence of the target gene is MSLSGASERSVPATKIEITVSCRNLLDLDTFSKSDPMVVLHTQSRASQEWREFGRTEVIDNTLNPDFVRKFVLDYFFEEKQNLRFDVYNVDSKANISKPKDFLGQAFLALGEVIGGQGSRVERPLTGVPGKKCGTILLTAEELSNCRDIATMQLCANKLDKKDFFGKSDPFLVFYRSNEDGTFTICHKTEVVKNTLNPVWQPFSIPVRALCNGDYDRTVKIDVYDWDRDGSHDFIGEFTTSYRELSKAQNQFTVYEVLNPRKKCKKKKYTNSGTVTLLSFSVDSEFTFVDYIKGGTQLNF.... (4) The miRNA is hsa-miR-4786-3p with sequence UGAAGCCAGCUCUGGUCUGGGC. The protein sequence of the target gene is MAYAYLFKYIIIGDTGVGKSCLLLQFTDKRFQPVHDLTIGVEFGARMITIDGKQIKLQIWDTAGQESFRSITRSYYRGAAGALLVYDITRRDTFNHLTTWLEDARQHSNSNMVIMLIGNKSDLESRREVKKEEGEAFAREHGLIFMETSAKTASNVEEAFINTAKEIYEKIQEGVFDINNEANGIKIGPQHAATNATHAGNQGGQQAGGGCC. Result: 0 (no interaction).